Dataset: Full USPTO retrosynthesis dataset with 1.9M reactions from patents (1976-2016). Task: Predict the reactants needed to synthesize the given product. (1) The reactants are: [NH2:1][C:2]1[N:7]=[CH:6][N:5]=[C:4]2[N:8]([C@H:12]3[CH2:17][CH2:16][C@H:15]([C:18]4[NH:22][C:21](=[O:23])[O:20][N:19]=4)[CH2:14][CH2:13]3)[N:9]=[C:10](I)[C:3]=12.[CH3:24][C:25]1[CH:26]=[C:27]([CH3:50])[C:28]2[O:32][C:31]([NH:33][C:34]3[CH:39]=[CH:38][C:37](B4OC(C)(C)C(C)(C)O4)=[CH:36][CH:35]=3)=[N:30][C:29]=2[CH:49]=1. Given the product [NH2:1][C:2]1[N:7]=[CH:6][N:5]=[C:4]2[N:8]([C@H:12]3[CH2:17][CH2:16][C@H:15]([C:18]4[NH:22][C:21](=[O:23])[O:20][N:19]=4)[CH2:14][CH2:13]3)[N:9]=[C:10]([C:37]3[CH:36]=[CH:35][C:34]([NH:33][C:31]4[O:32][C:28]5[C:27]([CH3:50])=[CH:26][C:25]([CH3:24])=[CH:49][C:29]=5[N:30]=4)=[CH:39][CH:38]=3)[C:3]=12, predict the reactants needed to synthesize it. (2) Given the product [Br:1][C:2]1[C:3]([Cl:26])=[CH:4][C:5]([NH:9][C:10]2[N:14]=[C:13]([O:15][CH3:16])[NH:12][N:11]=2)=[CH:6][C:7]=1[Cl:8], predict the reactants needed to synthesize it. The reactants are: [Br:1][C:2]1[C:7]([Cl:8])=[CH:6][C:5]([NH:9][C:10]2[N:11](CC3C=CC(OC)=CC=3)[N:12]=[C:13]([O:15][CH3:16])[N:14]=2)=[CH:4][C:3]=1[Cl:26].C(O)(C(F)(F)F)=O.